From a dataset of Reaction yield outcomes from USPTO patents with 853,638 reactions. Predict the reaction yield, written as a fraction of the theoretical maximum amount of product (1.0 means a 100% yield; for example, 0.34 means a 34% yield). The reactants are [CH2:1]([N:3]1[CH:7]=[C:6]([C:8]2[S:16][C:15]3[C:10](=[N:11][CH:12]=[CH:13][C:14]=3[O:17][C:18]3[CH:23]=[CH:22][C:21]([NH2:24])=[CH:20][C:19]=3[F:25])[CH:9]=2)[N:5]=[CH:4]1)[CH3:2].C(N1C=C(C2SC3C(=NC=CC=3OC3C=CC(NC(NC(=O)CC4C=CC=CC=4F)=S)=CC=3F)C=2)N=C1)C.[CH3:64][O:65][C:66]1[CH:71]=[CH:70][CH:69]=[CH:68][C:67]=1[CH2:72][C:73]([N:75]=[C:76]=[S:77])=[O:74]. No catalyst specified. The product is [CH2:1]([N:3]1[CH:7]=[C:6]([C:8]2[S:16][C:15]3[C:10](=[N:11][CH:12]=[CH:13][C:14]=3[O:17][C:18]3[CH:23]=[CH:22][C:21]([NH:24][C:76]([NH:75][C:73](=[O:74])[CH2:72][C:67]4[CH:68]=[CH:69][CH:70]=[CH:71][C:66]=4[O:65][CH3:64])=[S:77])=[CH:20][C:19]=3[F:25])[CH:9]=2)[N:5]=[CH:4]1)[CH3:2]. The yield is 0.820.